This data is from Catalyst prediction with 721,799 reactions and 888 catalyst types from USPTO. The task is: Predict which catalyst facilitates the given reaction. (1) Reactant: O[CH2:2][C:3]1[N:4]=[C:5]2[CH:10]=[CH:9][CH:8]=[CH:7][N:6]2[CH:11]=1.S(Cl)([Cl:14])=O. Product: [Cl:14][CH2:2][C:3]1[N:4]=[C:5]2[CH:10]=[CH:9][CH:8]=[CH:7][N:6]2[CH:11]=1. The catalyst class is: 2. (2) Reactant: [N+:1]([C:4]1[CH:9]=[CH:8][N+:7]([O-:10])=[CH:6][C:5]=1[CH:11]=O)([O-])=O.O.[NH2:14]N. Product: [NH:1]1[C:4]2[CH:9]=[CH:8][N+:7]([O-:10])=[CH:6][C:5]=2[CH:11]=[N:14]1. The catalyst class is: 8. (3) Reactant: [C:1]([NH:20][C@@H:21]1[CH2:25][C@H:24]([C:26]([O:28][CH3:29])=[O:27])[CH:23]=[CH:22]1)([C:14]1[CH:19]=[CH:18][CH:17]=[CH:16][CH:15]=1)([C:8]1[CH:13]=[CH:12][CH:11]=[CH:10][CH:9]=1)[C:2]1[CH:7]=[CH:6][CH:5]=[CH:4][CH:3]=1.N12CCCN=C1CCCCC2. Product: [C:1]([NH:20][C@@H:21]1[CH2:25][C:24]([C:26]([O:28][CH3:29])=[O:27])=[CH:23][CH2:22]1)([C:8]1[CH:9]=[CH:10][CH:11]=[CH:12][CH:13]=1)([C:14]1[CH:19]=[CH:18][CH:17]=[CH:16][CH:15]=1)[C:2]1[CH:3]=[CH:4][CH:5]=[CH:6][CH:7]=1. The catalyst class is: 2. (4) Reactant: [Br-].[Cl:2][C:3]1[CH:4]=[C:5]([C:9]2[CH:10]=[C:11]([CH2:19][Zn+])[CH:12]=[N:13][C:14]=2[O:15][CH:16]([F:18])[F:17])[CH:6]=[CH:7][CH:8]=1.BrCCBr.C[Si](Cl)(C)C.BrC[C:32]1[CH:33]=[C:34](C2C=CC=C(Cl)C=2)[C:35](OC(F)F)=[N:36][CH:37]=1. Product: [Cl:2][C:3]1[CH:4]=[C:5]([C:9]2[C:14]([O:15][CH:16]([F:18])[F:17])=[N:13][CH:12]=[C:11]([CH2:19][C:35]3[CH:34]=[CH:33][CH:32]=[CH:37][N:36]=3)[CH:10]=2)[CH:6]=[CH:7][CH:8]=1. The catalyst class is: 324. (5) Reactant: Br[CH:2]1[C:7](=O)[CH2:6][CH2:5][CH:4]([C:9]([O:11][CH2:12][CH3:13])=[O:10])[CH2:3]1.[C:14]([NH2:17])(=[O:16])[CH3:15].O. Product: [CH3:15][C:14]1[O:16][C:2]2[CH2:3][CH:4]([C:9]([O:11][CH2:12][CH3:13])=[O:10])[CH2:5][CH2:6][C:7]=2[N:17]=1. The catalyst class is: 26. (6) Reactant: C[O:2][C:3](=O)[C:4]1[CH:9]=[CH:8][CH:7]=[C:6]([OH:10])[CH:5]=1.[CH3:12][NH2:13]. Product: [OH:10][C:6]1[CH:5]=[C:4]([CH:9]=[CH:8][CH:7]=1)[C:3]([NH:13][CH3:12])=[O:2]. The catalyst class is: 5. (7) The catalyst class is: 35. Reactant: [Cl:1][C:2]1[C:3]([N:8]([CH2:29][C:30]([OH:32])=O)[C:9]2[CH:14]=[C:13]([C:15](=[O:27])[NH:16][C:17]3[CH:22]=[CH:21][C:20]([C:23]([CH3:26])([CH3:25])[CH3:24])=[CH:19][CH:18]=3)[CH:12]=[CH:11][C:10]=2[Cl:28])=[N:4][CH:5]=[CH:6][CH:7]=1.ON1C2C=CC=CC=2N=N1.Cl.[CH2:44]([N:46]=[C:47]=NCCCN(C)C)C.CNC. Product: [Cl:28][C:10]1[CH:11]=[CH:12][C:13]([C:15]([NH:16][C:17]2[CH:22]=[CH:21][C:20]([C:23]([CH3:26])([CH3:25])[CH3:24])=[CH:19][CH:18]=2)=[O:27])=[CH:14][C:9]=1[N:8]([C:3]1[C:2]([Cl:1])=[CH:7][CH:6]=[CH:5][N:4]=1)[CH2:29][C:30](=[O:32])[N:46]([CH3:47])[CH3:44]. (8) Product: [Cl:28][C:29]1[CH:30]=[CH:31][C:32]([C:35]2[N:39]([C:40]3[CH:45]=[CH:44][C:43]([Cl:46])=[CH:42][C:41]=3[Cl:47])[N:38]=[C:37]([C:48]([NH:52][CH:53]3[CH2:54][CH2:55][N:56]([C:59]([O:61][C:62]([CH3:65])([CH3:64])[CH3:63])=[O:60])[CH2:57][CH2:58]3)=[O:50])[C:36]=2[CH3:51])=[CH:33][CH:34]=1. The catalyst class is: 7. Reactant: N1(O[P+](N(C)C)(N(C)C)N(C)C)C2C=CC=CC=2N=N1.F[P-](F)(F)(F)(F)F.[Cl:28][C:29]1[CH:34]=[CH:33][C:32]([C:35]2[N:39]([C:40]3[CH:45]=[CH:44][C:43]([Cl:46])=[CH:42][C:41]=3[Cl:47])[N:38]=[C:37]([C:48]([OH:50])=O)[C:36]=2[CH3:51])=[CH:31][CH:30]=1.[NH2:52][CH:53]1[CH2:58][CH2:57][N:56]([C:59]([O:61][C:62]([CH3:65])([CH3:64])[CH3:63])=[O:60])[CH2:55][CH2:54]1.C(N(CC)CC)C.